This data is from Forward reaction prediction with 1.9M reactions from USPTO patents (1976-2016). The task is: Predict the product of the given reaction. (1) The product is: [F:12][C:7]1[CH:8]=[CH:9][CH:10]=[C:11]2[C:6]=1[N:5]=[C:4]([C:13]([OH:15])=[O:14])[CH:3]=[C:2]2[C:21]1[CH:22]=[CH:23][C:18]([F:17])=[CH:19][CH:20]=1. Given the reactants Br[C:2]1[C:11]2[C:6](=[C:7]([F:12])[CH:8]=[CH:9][CH:10]=2)[N:5]=[C:4]([C:13]([O:15]C)=[O:14])[CH:3]=1.[F:17][C:18]1[CH:23]=[CH:22][C:21](B(O)O)=[CH:20][CH:19]=1.C([O-])([O-])=O.[Na+].[Na+].C(=O)([O-])O.[Na+], predict the reaction product. (2) Given the reactants S(Cl)([Cl:3])=O.[NH2:5][CH2:6][CH2:7][CH2:8][C:9]([OH:11])=[O:10].[CH2:12](O)[CH3:13], predict the reaction product. The product is: [ClH:3].[NH2:5][CH2:6][CH2:7][CH2:8][C:9]([O:11][CH2:12][CH3:13])=[O:10]. (3) Given the reactants O1CCO[CH2:3][CH2:2]1.Br[C:8]1[CH:33]=[N:32][C:11]2[O:12][C:13]([CH3:31])([CH3:30])[C:14](=[O:29])[N:15]([CH:16]3[CH2:21][CH2:20][N:19]([C:22]([O:24][C:25]([CH3:28])([CH3:27])[CH3:26])=[O:23])[CH2:18][CH2:17]3)[C:10]=2[CH:9]=1.CCCCCC.C([Zn]CC)C, predict the reaction product. The product is: [CH2:2]([C:8]1[CH:33]=[N:32][C:11]2[O:12][C:13]([CH3:30])([CH3:31])[C:14](=[O:29])[N:15]([CH:16]3[CH2:21][CH2:20][N:19]([C:22]([O:24][C:25]([CH3:28])([CH3:26])[CH3:27])=[O:23])[CH2:18][CH2:17]3)[C:10]=2[CH:9]=1)[CH3:3]. (4) Given the reactants [Cl:1][C:2]1[CH:19]=[C:18]([N+:20]([O-])=O)[CH:17]=[CH:16][C:3]=1[O:4][C:5]1[CH:13]=[C:12]2[C:8]([CH:9]=[N:10][C:11]2([CH3:15])[CH3:14])=[CH:7][CH:6]=1.O.[Cl-].[Ca+2].[Cl-], predict the reaction product. The product is: [Cl:1][C:2]1[CH:19]=[C:18]([CH:17]=[CH:16][C:3]=1[O:4][C:5]1[CH:13]=[C:12]2[C:8]([CH:9]=[N:10][C:11]2([CH3:15])[CH3:14])=[CH:7][CH:6]=1)[NH2:20]. (5) Given the reactants [C:1]([OH:5])(=O)[CH:2]=[CH2:3].CN1CCOCC1.C(Cl)(=O)C(C)(C)C.[CH2:20]([C@H:27]1[CH2:31][O:30][C:29](=[O:32])[NH:28]1)[C:21]1[CH:26]=[CH:25][CH:24]=[CH:23][CH:22]=1.[Li]CCCC, predict the reaction product. The product is: [CH2:20]([C@H:27]1[CH2:31][O:30][C:29](=[O:32])[N:28]1[C:1](=[O:5])[CH:2]=[CH2:3])[C:21]1[CH:22]=[CH:23][CH:24]=[CH:25][CH:26]=1. (6) The product is: [F:1][C:2]1[CH:7]=[CH:6][C:5]([B:8]2[O:12][C:11]([CH3:14])([CH3:13])[C:10]([CH3:16])([CH3:15])[O:9]2)=[CH:4][C:3]=1[C@:17]1([CH2:28][F:29])[CH2:22][C@@H:21]([C:23]([F:26])([F:25])[F:24])[O:20][C:19]([NH:27][C:37](=[O:44])[C:38]2[CH:43]=[CH:42][CH:41]=[CH:40][CH:39]=2)=[N:18]1. Given the reactants [F:1][C:2]1[CH:7]=[CH:6][C:5]([B:8]2[O:12][C:11]([CH3:14])([CH3:13])[C:10]([CH3:16])([CH3:15])[O:9]2)=[CH:4][C:3]=1[C@:17]1([CH2:28][F:29])[CH2:22][C@@H:21]([C:23]([F:26])([F:25])[F:24])[O:20][C:19]([NH2:27])=[N:18]1.C(N(CC)CC)C.[C:37](O[C:37](=[O:44])[C:38]1[CH:43]=[CH:42][CH:41]=[CH:40][CH:39]=1)(=[O:44])[C:38]1[CH:43]=[CH:42][CH:41]=[CH:40][CH:39]=1, predict the reaction product. (7) Given the reactants N([O-])=O.[Na+].[NH2:5][C:6]1[CH:11]=[CH:10][CH:9]=C[CH:7]=1.S(=O)(=O)(O)O.[I-:17].[K+].[CH:19]([Cl:22])(Cl)Cl, predict the reaction product. The product is: [Cl:22][C:19]1[CH:9]=[CH:10][C:11]([I:17])=[C:6]([N:5]2[CH2:10][CH2:11][CH2:6][CH2:7]2)[CH:7]=1. (8) Given the reactants [NH:1]([CH2:5][CH2:6][OH:7])[CH2:2][CH2:3][OH:4].[CH2:8](Br)[C:9]1[CH:14]=[CH:13][CH:12]=[CH:11][CH:10]=1.C(=O)([O-])[O-].[K+].[K+], predict the reaction product. The product is: [CH2:8]([N:1]([CH2:5][CH2:6][OH:7])[CH2:2][CH2:3][OH:4])[C:9]1[CH:14]=[CH:13][CH:12]=[CH:11][CH:10]=1.